Dataset: Full USPTO retrosynthesis dataset with 1.9M reactions from patents (1976-2016). Task: Predict the reactants needed to synthesize the given product. (1) Given the product [O:1]([CH2:2][CH2:3][O:4][CH2:5][CH2:6][O:7][C:8]1[C:9]([O:19][CH2:20][CH2:21][O:22][CH3:23])=[CH:10][C:11]([NH2:16])=[C:12]([CH:15]=1)[C:13]#[N:14])[CH2:24][CH2:25][O:26][CH2:27][CH2:28][O:29][C:30]1[C:31]([O:41][CH2:42][CH2:43][O:44][CH3:45])=[CH:32][C:33]([NH2:38])=[C:34]([CH:37]=1)[C:35]#[N:36], predict the reactants needed to synthesize it. The reactants are: [O:1]([CH2:24][CH2:25][O:26][CH2:27][CH2:28][O:29][C:30]1[C:31]([O:41][CH2:42][CH2:43][O:44][CH3:45])=[CH:32][C:33]([N+:38]([O-])=O)=[C:34]([CH:37]=1)[C:35]#[N:36])[CH2:2][CH2:3][O:4][CH2:5][CH2:6][O:7][C:8]1[C:9]([O:19][CH2:20][CH2:21][O:22][CH3:23])=[CH:10][C:11]([N+:16]([O-])=O)=[C:12]([CH:15]=1)[C:13]#[N:14]. (2) The reactants are: [NH2:1][C:2]1[S:3][C@:4]2([C:19]([O:21]C)=O)[C@H:6]([C@:7]([C:10]3[CH:15]=[C:14]([NH2:16])[CH:13]=[C:12]([F:17])[C:11]=3[F:18])([CH3:9])[N:8]=1)[CH2:5]2.[C:23](OC(=O)N(C1S[C@]2(C(=O)C)[C@H]([C@](C3C=CC=C(F)C=3F)(C)N=1)C2)COCC[Si](C)(C)C)(C)(C)C. Given the product [NH2:1][C:2]1[S:3][C@:4]2([C:19](=[O:21])[CH3:23])[C@H:6]([C@:7]([C:10]3[CH:15]=[C:14]([NH2:16])[CH:13]=[C:12]([F:17])[C:11]=3[F:18])([CH3:9])[N:8]=1)[CH2:5]2, predict the reactants needed to synthesize it. (3) Given the product [Br:38][C:34]1[CH:35]=[C:36]([CH3:37])[C:31]2[N:32]([CH:25]=[C:24]([C:23]3[CH:28]=[CH:29][C:20]([C:18]#[N:19])=[CH:21][CH:22]=3)[N:30]=2)[CH:33]=1, predict the reactants needed to synthesize it. The reactants are: BrC1OC(C2N=C3C=CC(C#N)=CN3C=2)=CC=1.[C:18]([C:20]1[CH:29]=[CH:28][C:23]([C:24](=O)[CH2:25]Br)=[CH:22][CH:21]=1)#[N:19].[NH2:30][C:31]1[C:36]([CH3:37])=[CH:35][C:34]([Br:38])=[CH:33][N:32]=1. (4) The reactants are: [O:1]1[CH:5]=[CH:4][CH:3]=[C:2]1[C:6]1[C:11](I)=[C:10]([S:13][CH3:14])[N:9]=[C:8]([NH2:15])[N:7]=1.[Cl:16][C:17]1[CH:18]=[C:19](B(O)O)[CH:20]=[C:21]([Cl:23])[CH:22]=1.C(=O)([O-])[O-].[Na+].[Na+]. Given the product [Cl:16][C:17]1[CH:18]=[C:19]([C:11]2[C:6]([C:2]3[O:1][CH:5]=[CH:4][CH:3]=3)=[N:7][C:8]([NH2:15])=[N:9][C:10]=2[S:13][CH3:14])[CH:20]=[C:21]([Cl:23])[CH:22]=1, predict the reactants needed to synthesize it. (5) Given the product [CH2:47]([O:46][C:40]1[CH:39]=[C:38]([CH:24]([NH:25][C:26]2[CH:31]=[CH:30][C:29]([C:32]3[N:36]=[C:35]([CH3:37])[O:34][N:33]=3)=[CH:28][CH:27]=2)[C:23]2[NH:22][C:21](=[O:20])[N:10]([C:5]3[C:4]([N+:1]([O-:3])=[O:2])=[CH:9][CH:8]=[CH:7][N:6]=3)[N:11]=2)[CH:43]=[CH:42][C:41]=1[O:44][CH3:45])[CH3:48], predict the reactants needed to synthesize it. The reactants are: [N+:1]([C:4]1[C:5]([NH:10][NH2:11])=[N:6][CH:7]=[CH:8][CH:9]=1)([O-:3])=[O:2].C(N(CC)CC)C.C[O:20][C:21](=O)[N:22]=[C:23](SC)[C:24]([C:38]1[CH:43]=[CH:42][C:41]([O:44][CH3:45])=[C:40]([O:46][CH2:47][CH3:48])[CH:39]=1)=[N:25][C:26]1[CH:31]=[CH:30][C:29]([C:32]2[N:36]=[C:35]([CH3:37])[O:34][N:33]=2)=[CH:28][CH:27]=1.